Dataset: Forward reaction prediction with 1.9M reactions from USPTO patents (1976-2016). Task: Predict the product of the given reaction. (1) Given the reactants [CH3:1][CH:2]([CH3:33])[CH2:3][C@@H:4]([NH:25][C:26](=[O:32])[O:27][C:28]([CH3:31])([CH3:30])[CH3:29])[C:5](=[O:24])[NH:6][CH:7]1[CH2:16][C:15]2[C:10](=[C:11]([N:17]3[CH2:21][CH2:20][CH2:19][C:18]3=[O:22])[CH:12]=[CH:13][CH:14]=2)[NH:9][C:8]1=[O:23].Br.Br[CH2:36][C:37]1[CH:42]=[CH:41][CH:40]=[CH:39][N:38]=1.[H-].[Na+], predict the reaction product. The product is: [CH3:1][CH:2]([CH3:33])[CH2:3][C@@H:4]([NH:25][C:26](=[O:32])[O:27][C:28]([CH3:31])([CH3:30])[CH3:29])[C:5](=[O:24])[NH:6][CH:7]1[CH2:16][C:15]2[C:10](=[C:11]([N:17]3[CH2:21][CH2:20][CH2:19][C:18]3=[O:22])[CH:12]=[CH:13][CH:14]=2)[N:9]([CH2:36][C:37]2[CH:42]=[CH:41][CH:40]=[CH:39][N:38]=2)[C:8]1=[O:23]. (2) Given the reactants C([O:5][C:6]([CH:8]1[CH:12]([C:13]2[CH:18]=[CH:17][CH:16]=[C:15]([Cl:19])[C:14]=2[F:20])[C:11]([C:23]2[CH:28]=[CH:27][C:26]([Cl:29])=[CH:25][C:24]=2[F:30])([C:21]#[N:22])[CH:10]([CH3:31])[N:9]1[CH2:32][C:33]1[CH:38]=[CH:37][CH:36]=[CH:35][C:34]=1[Cl:39])=[O:7])(C)(C)C.FC(F)(F)C(O)=O, predict the reaction product. The product is: [Cl:19][C:15]1[C:14]([F:20])=[C:13]([CH:12]2[C:11]([C:23]3[CH:28]=[CH:27][C:26]([Cl:29])=[CH:25][C:24]=3[F:30])([C:21]#[N:22])[CH:10]([CH3:31])[N:9]([CH2:32][C:33]3[CH:38]=[CH:37][CH:36]=[CH:35][C:34]=3[Cl:39])[CH:8]2[C:6]([OH:7])=[O:5])[CH:18]=[CH:17][CH:16]=1. (3) Given the reactants [Cl-].COC1N=C(OC)N=C([N+]2(C)CCOCC2)N=1.[N:19]([C:22]1[CH:39]=[CH:38][C:25]([CH2:26][O:27][C:28]([N:30]2[C@H:34]([C:35]([OH:37])=O)[CH2:33][S:32][CH2:31]2)=[O:29])=[CH:24][CH:23]=1)=[N+:20]=[N-:21].[CH:40]1[C:52]2[CH:51]([CH2:53][O:54][C:55]([NH:57][C@@H:58]([CH2:62][CH2:63][CH2:64][CH2:65][NH2:66])[C:59]([OH:61])=[O:60])=[O:56])[C:50]3[C:45](=[CH:46][CH:47]=[CH:48][CH:49]=3)[C:44]=2[CH:43]=[CH:42][CH:41]=1.C(N(C(C)C)CC)(C)C, predict the reaction product. The product is: [CH:49]1[C:50]2[CH:51]([CH2:53][O:54][C:55]([NH:57][C@@H:58]([CH2:62][CH2:63][CH2:64][CH2:65][NH:66][C:35]([C@@H:34]3[CH2:33][S:32][CH2:31][N:30]3[C:28]([O:27][CH2:26][C:25]3[CH:24]=[CH:23][C:22]([N:19]=[N+:20]=[N-:21])=[CH:39][CH:38]=3)=[O:29])=[O:37])[C:59]([OH:61])=[O:60])=[O:56])[C:52]3[C:44](=[CH:43][CH:42]=[CH:41][CH:40]=3)[C:45]=2[CH:46]=[CH:47][CH:48]=1. (4) The product is: [CH:11]1([N:8]2[C:9]3[CH:10]=[C:2]([C:34]4[CH2:33][C:32]([CH3:46])([CH3:45])[NH:31][C:30]([CH3:47])([CH3:29])[CH:35]=4)[CH:3]=[C:4]([C:16]([NH:18][CH2:19][C:20]4[C:21](=[O:28])[NH:22][C:23]([CH3:27])=[CH:24][C:25]=4[CH3:26])=[O:17])[C:5]=3[CH:6]=[N:7]2)[CH2:15][CH2:14][CH2:13][CH2:12]1. Given the reactants Br[C:2]1[CH:3]=[C:4]([C:16]([NH:18][CH2:19][C:20]2[C:21](=[O:28])[NH:22][C:23]([CH3:27])=[CH:24][C:25]=2[CH3:26])=[O:17])[C:5]2[CH:6]=[N:7][N:8]([CH:11]3[CH2:15][CH2:14][CH2:13][CH2:12]3)[C:9]=2[CH:10]=1.[CH3:29][C:30]1([CH3:47])[CH2:35][C:34](B2OC(C)(C)C(C)(C)O2)=[CH:33][C:32]([CH3:46])([CH3:45])[NH:31]1.C([O-])([O-])=O.[Na+].[Na+], predict the reaction product. (5) Given the reactants [CH3:1][C:2]1[O:3][C:4]([C:7](=[O:10])[CH2:8][CH3:9])=[CH:5][CH:6]=1.[Cl-].[Al+3].[Cl-].[Cl-].[CH:15](Cl)([CH3:17])[CH3:16], predict the reaction product. The product is: [CH:15]([C:6]1[CH:5]=[C:4]([C:7](=[O:10])[CH2:8][CH3:9])[O:3][C:2]=1[CH3:1])([CH3:17])[CH3:16]. (6) Given the reactants [F:1][C:2]1[CH:22]=[C:21]([S:23]([CH3:26])(=[O:25])=[O:24])[CH:20]=[CH:19][C:3]=1[O:4][C:5]1[C:10]([CH3:11])=[C:9]([O:12][CH:13]2[CH2:18][CH2:17][NH:16][CH2:15][CH2:14]2)[N:8]=[CH:7][N:6]=1.[O:27]1[CH2:31][CH2:30][CH2:29][CH:28]1[C:32](O)=[O:33].CN(C(ON1N=NC2C=CC=NC1=2)=[N+](C)C)C.F[P-](F)(F)(F)(F)F, predict the reaction product. The product is: [F:1][C:2]1[CH:22]=[C:21]([S:23]([CH3:26])(=[O:24])=[O:25])[CH:20]=[CH:19][C:3]=1[O:4][C:5]1[N:6]=[CH:7][N:8]=[C:9]([O:12][CH:13]2[CH2:18][CH2:17][N:16]([C:32]([CH:28]3[CH2:29][CH2:30][CH2:31][O:27]3)=[O:33])[CH2:15][CH2:14]2)[C:10]=1[CH3:11]. (7) Given the reactants [OH:1][CH:2]1[CH2:7][CH2:6][CH:5]([C:8]([NH:10][CH:11]([CH3:13])[CH3:12])=[O:9])[CH2:4][CH2:3]1.[NH2:14][C:15]1[CH:22]=[CH:21][CH:20]=[C:19](F)[C:16]=1[C:17]#[N:18], predict the reaction product. The product is: [NH2:14][C:15]1[C:16]([C:17]#[N:18])=[C:19]([CH:20]=[CH:21][CH:22]=1)[O:1][CH:2]1[CH2:3][CH2:4][CH:5]([C:8]([NH:10][CH:11]([CH3:13])[CH3:12])=[O:9])[CH2:6][CH2:7]1. (8) Given the reactants C([NH:8][C:9]1[CH:10]=[C:11]([CH2:16][CH:17]([CH:25]2[CH2:28][CH2:27][CH2:26]2)[C:18]([O:20][C:21]([CH3:24])([CH3:23])[CH3:22])=[O:19])[CH:12]=[CH:13][C:14]=1[Cl:15])C1C=CC=CC=1, predict the reaction product. The product is: [NH2:8][C:9]1[CH:10]=[C:11]([CH2:16][CH:17]([CH:25]2[CH2:26][CH2:27][CH2:28]2)[C:18]([O:20][C:21]([CH3:24])([CH3:23])[CH3:22])=[O:19])[CH:12]=[CH:13][C:14]=1[Cl:15]. (9) Given the reactants [NH2:1][C:2]1[CH:7]=[C:6]([Cl:8])[N:5]=[C:4]([C:9]([OH:11])=[O:10])[C:3]=1[Cl:12].[B-](F)(F)(F)[F:14].[B-](F)(F)(F)F.C1[N+]2(CCl)CC[N+](F)(CC2)C1, predict the reaction product. The product is: [NH2:1][C:2]1[C:7]([F:14])=[C:6]([Cl:8])[N:5]=[C:4]([C:9]([OH:11])=[O:10])[C:3]=1[Cl:12].